From a dataset of Catalyst prediction with 721,799 reactions and 888 catalyst types from USPTO. Predict which catalyst facilitates the given reaction. (1) Reactant: Cl.[CH2:2]1[C:10]2[C:5](=[CH:6][CH:7]=[CH:8][CH:9]=2)[CH2:4][CH:3]1[NH:11][C:12]1[N:13]=[CH:14][C:15]2[CH2:21][N:20](C(OC(C)(C)C)=O)[CH2:19][CH2:18][C:16]=2[N:17]=1.COC(C)(C)C.O. Product: [CH2:2]1[C:10]2[C:5](=[CH:6][CH:7]=[CH:8][CH:9]=2)[CH2:4][CH:3]1[NH:11][C:12]1[N:13]=[CH:14][C:15]2[CH2:21][NH:20][CH2:19][CH2:18][C:16]=2[N:17]=1. The catalyst class is: 54. (2) Reactant: [CH2:1]([C:8]1[S:12][C:11]([NH2:13])=[N:10][C:9]=1[C:14]1[CH:19]=[CH:18][CH:17]=[CH:16][CH:15]=1)[C:2]1[CH:7]=[CH:6][CH:5]=[CH:4][CH:3]=1.[O:20]1[C:26]2[CH:27]=[CH:28][C:29]([C:31](=[O:37])[CH2:32][CH2:33][C:34](O)=[O:35])=[CH:30][C:25]=2[O:24][CH2:23][CH2:22][CH2:21]1.CCN=C=NCCCN(C)C.C1C=CC2N(O)N=NC=2C=1. Product: [CH2:1]([C:8]1[S:12][C:11]([NH:13][C:34](=[O:35])[CH2:33][CH2:32][C:31]([C:29]2[CH:28]=[CH:27][C:26]3[O:20][CH2:21][CH2:22][CH2:23][O:24][C:25]=3[CH:30]=2)=[O:37])=[N:10][C:9]=1[C:14]1[CH:19]=[CH:18][CH:17]=[CH:16][CH:15]=1)[C:2]1[CH:3]=[CH:4][CH:5]=[CH:6][CH:7]=1. The catalyst class is: 10. (3) Reactant: [Br-].[CH2:2]([N+:6]1([CH3:11])[CH2:10][CH2:9][CH2:8][CH2:7]1)[CH2:3][CH2:4][CH3:5].[F:12][B-:13]([F:16])([F:15])[F:14].[Na+].[Br-].[Na+].ClCCl. Product: [F:12][B-:13]([F:16])([F:15])[F:14].[CH2:2]([N+:6]1([CH3:11])[CH2:10][CH2:9][CH2:8][CH2:7]1)[CH2:3][CH2:4][CH3:5]. The catalyst class is: 95. (4) Product: [Cl:1][C:2]1[CH:3]=[C:4]([N:9]2[C:13](=[O:14])[C@@:12]([CH2:21][OH:22])([C:15]3[CH:20]=[CH:19][CH:18]=[CH:17][CH:16]=3)[N:11]([CH3:24])[C:10]2=[O:23])[CH:5]=[CH:6][C:7]=1[Cl:8]. The catalyst class is: 255. Reactant: [Cl:1][C:2]1[CH:3]=[C:4]([N:9]2[C:13](=[O:14])[C@@:12]([CH2:21][OH:22])([C:15]3[CH:20]=[CH:19][CH:18]=[CH:17][CH:16]=3)[NH:11][C:10]2=[O:23])[CH:5]=[CH:6][C:7]=1[Cl:8].[C:24](=O)([O-])[O-].[K+].[K+].COS(OC)(=O)=O. (5) Reactant: Br[C:2]1[CH:7]=[CH:6][C:5]([S:8][CH2:9][CH2:10][C:11]([NH2:13])=[O:12])=[C:4]([C:14]([F:17])([F:16])[F:15])[CH:3]=1.C(=O)([O-])[O-].[K+].[K+].[CH3:24][C:25]1[CH:30]=[C:29](B2OC(C)(C)C(C)(C)O2)[CH:28]=[CH:27][N:26]=1.O. Product: [CH3:24][C:25]1[CH:30]=[C:29]([C:2]2[CH:7]=[CH:6][C:5]([S:8][CH2:9][CH2:10][C:11]([NH2:13])=[O:12])=[C:4]([C:14]([F:17])([F:16])[F:15])[CH:3]=2)[CH:28]=[CH:27][N:26]=1. The catalyst class is: 423. (6) Reactant: [CH3:1][O:2][C:3]([C:5]1[N:6]=[CH:7][S:8][C:9]=1Br)=[O:4].[CH:11]1(B(O)O)[CH2:13][CH2:12]1.[O-]P([O-])([O-])=O.[K+].[K+].[K+].C1(C)C=CC=CC=1. Product: [CH3:1][O:2][C:3]([C:5]1[N:6]=[CH:7][S:8][C:9]=1[CH:11]1[CH2:13][CH2:12]1)=[O:4]. The catalyst class is: 257. (7) Reactant: [N+:1]([C:4]1[CH:9]=[C:8]([C:10]([F:13])([F:12])[F:11])[CH:7]=[C:6]([N+:14]([O-])=O)[C:5]=1[O:17][C:18]1[CH:19]=[C:20]2[C:25](=[CH:26][CH:27]=1)[O:24][CH:23]([C:28]1[CH:33]=[CH:32][CH:31]=[CH:30][CH:29]=1)[CH2:22][CH2:21]2)([O-])=O.C1(C2CCC3C(=CC=C(OC4C=CC=CC=4N)C=3)O2)C=CC=CC=1. Product: [NH2:14][C:6]1[C:5]([O:17][C:18]2[CH:19]=[C:20]3[C:25](=[CH:26][CH:27]=2)[O:24][CH:23]([C:28]2[CH:33]=[CH:32][CH:31]=[CH:30][CH:29]=2)[CH2:22][CH2:21]3)=[C:4]([CH:9]=[C:8]([C:10]([F:12])([F:13])[F:11])[CH:7]=1)[NH2:1]. The catalyst class is: 763. (8) Product: [F:24][C:6]([F:5])([C:20]([F:21])([F:23])[F:22])[CH2:7][CH2:8][C:9]1[N:10]=[C:11]([C:18](=[NH:1])[NH2:19])[N:12]2[CH:17]=[CH:16][CH:15]=[N:14][C:13]=12. The catalyst class is: 11. Reactant: [NH2:1][Al]CCl.[F:5][C:6]([F:24])([C:20]([F:23])([F:22])[F:21])[CH2:7][CH2:8][C:9]1[N:10]=[C:11]([C:18]#[N:19])[N:12]2[CH:17]=[CH:16][CH:15]=[N:14][C:13]=12.CO. (9) Reactant: C[O:2][C:3](=[O:15])[C:4]1[CH:9]=[CH:8][CH:7]=[C:6]([C:10]2([F:14])[CH2:13][O:12][CH2:11]2)[CH:5]=1.[OH-].[Na+]. Product: [F:14][C:10]1([C:6]2[CH:5]=[C:4]([CH:9]=[CH:8][CH:7]=2)[C:3]([OH:15])=[O:2])[CH2:11][O:12][CH2:13]1. The catalyst class is: 5. (10) Reactant: [Cl:1][C:2]1[CH:3]=[C:4]([CH:8]=[C:9]([F:11])[CH:10]=1)[C:5](O)=[O:6].C(Cl)(=O)C([Cl:15])=O. Product: [Cl:1][C:2]1[CH:3]=[C:4]([CH:8]=[C:9]([F:11])[CH:10]=1)[C:5]([Cl:15])=[O:6]. The catalyst class is: 9.